This data is from Reaction yield outcomes from USPTO patents with 853,638 reactions. The task is: Predict the reaction yield, written as a fraction of the theoretical maximum amount of product (1.0 means a 100% yield; for example, 0.34 means a 34% yield). The reactants are [F:1][C:2]1[CH:11]=[C:10]2[C:5](C(O[Si](C)(C)C)(C#N)[CH2:7][CH2:8][O:9]2)=[CH:4][CH:3]=1.[C:19]([OH:22])(=[O:21])[CH3:20]. The catalyst is Cl.O.C(OCC)(=O)C. The product is [F:1][C:2]1[CH:11]=[C:10]2[C:5]([CH:20]([C:19]([OH:22])=[O:21])[CH2:7][CH2:8][O:9]2)=[CH:4][CH:3]=1. The yield is 0.839.